This data is from Forward reaction prediction with 1.9M reactions from USPTO patents (1976-2016). The task is: Predict the product of the given reaction. (1) The product is: [Mg:41].[CH3:2][CH2:3][CH2:4][CH2:5][CH2:6][N:7]([CH2:9][CH2:10][C:11]([P:17]([OH:20])([OH:19])=[O:18])([P:13]([OH:16])([OH:15])=[O:14])[OH:12])[CH3:8]. Given the reactants [Ca].[CH3:2][CH2:3][CH2:4][CH2:5][CH2:6][N:7]([CH2:9][CH2:10][C:11]([P:17]([OH:20])([OH:19])=[O:18])([P:13]([OH:16])([OH:15])=[O:14])[OH:12])[CH3:8].CCCCCN(CCC(P(O)(O)=O)(P(O)(O)=O)O)C.[OH-].[Mg+2:41].[OH-], predict the reaction product. (2) Given the reactants Br[C:2]1[CH:3]=[CH:4][CH:5]=[C:6]2[C:10]=1[N:9]([CH2:11][CH2:12][O:13][CH3:14])[CH:8]=[C:7]2[C:15]([OH:17])=[O:16].[Cu](C#N)[C:19]#[N:20], predict the reaction product. The product is: [C:19]([C:2]1[CH:3]=[CH:4][CH:5]=[C:6]2[C:10]=1[N:9]([CH2:11][CH2:12][O:13][CH3:14])[CH:8]=[C:7]2[C:15]([OH:17])=[O:16])#[N:20]. (3) The product is: [C:3](=[CH:14][C:10]([CH2:15][OH:16])([CH2:9][OH:8])[C:11]([OH:13])=[O:12])([CH3:5])[CH3:4]. Given the reactants CO[C:3](OC)([CH3:5])[CH3:4].[OH:8][CH2:9][C:10]([CH2:15][OH:16])([CH3:14])[C:11]([OH:13])=[O:12].O.C1(C)C=CC(S(O)(=O)=O)=CC=1.N, predict the reaction product. (4) Given the reactants [NH2:1][C:2]1[CH:7]=[CH:6][C:5]([CH2:8][S:9]([NH:12][CH3:13])(=[O:11])=[O:10])=[CH:4][C:3]=1I.[Si:15]([O:22][CH2:23][CH2:24][CH2:25][C:26]#[C:27][Si:28]([CH3:31])([CH3:30])[CH3:29])([C:18]([CH3:21])([CH3:20])[CH3:19])([CH3:17])[CH3:16].C(=O)([O-])[O-].[Na+].[Na+], predict the reaction product. The product is: [Si:15]([O:22][CH2:23][CH2:24][CH2:25][C:26]1[C:3]2[C:2](=[CH:7][CH:6]=[C:5]([CH2:8][S:9]([NH:12][CH3:13])(=[O:11])=[O:10])[CH:4]=2)[NH:1][C:27]=1[Si:28]([CH3:29])([CH3:30])[CH3:31])([C:18]([CH3:21])([CH3:20])[CH3:19])([CH3:17])[CH3:16]. (5) Given the reactants I[C:2]1[CH:3]=[C:4]2[C:8](=[CH:9][CH:10]=1)[N:7]([CH:11]1[CH2:16][CH2:15][N:14]([C:17]([O:19][C:20]([CH3:23])([CH3:22])[CH3:21])=[O:18])[CH2:13][CH2:12]1)[CH2:6][CH2:5]2.[Li]C(C)(C)C.[F:29][C:30]1[CH:31]=[C:32]([S:37](F)(=[O:39])=[O:38])[CH:33]=[C:34]([F:36])[CH:35]=1.[NH4+].[Cl-], predict the reaction product. The product is: [F:36][C:34]1[CH:33]=[C:32]([S:37]([C:2]2[CH:3]=[C:4]3[C:8](=[CH:9][CH:10]=2)[N:7]([CH:11]2[CH2:16][CH2:15][N:14]([C:17]([O:19][C:20]([CH3:23])([CH3:22])[CH3:21])=[O:18])[CH2:13][CH2:12]2)[CH2:6][CH2:5]3)(=[O:38])=[O:39])[CH:31]=[C:30]([F:29])[CH:35]=1. (6) Given the reactants [C:1]([O:5][C:6](=[O:35])[N:7]([C:16]1[S:17][C@:18]2([CH:32]([F:34])[F:33])[C@H:20]([C@:21]([C:24]3[CH:29]=[C:28]([Br:30])[CH:27]=C[C:25]=3[F:31])([CH3:23])[N:22]=1)[CH2:19]2)[CH2:8][O:9][CH2:10][CH2:11][Si:12]([CH3:15])([CH3:14])[CH3:13])([CH3:4])([CH3:3])[CH3:2].C(OC(=O)[N:42](C1S[C@]2(C=O)[C@H]([C@](C3C(F)=NC=C(Br)C=3)(C)N=1)C2)COCC[Si](C)(C)C)(C)(C)C.COCCN(S(F)(F)F)CCOC, predict the reaction product. The product is: [C:1]([O:5][C:6](=[O:35])[N:7]([C:16]1[S:17][C@:18]2([CH:32]([F:33])[F:34])[C@H:20]([C@:21]([C:24]3[C:25]([F:31])=[N:42][CH:27]=[C:28]([Br:30])[CH:29]=3)([CH3:23])[N:22]=1)[CH2:19]2)[CH2:8][O:9][CH2:10][CH2:11][Si:12]([CH3:15])([CH3:13])[CH3:14])([CH3:2])([CH3:3])[CH3:4]. (7) Given the reactants [CH3:1][C:2]1[N:7]=[C:6]2[S:8][C:9]3[CH2:13][CH2:12][CH2:11][C:10]=3[C:5]2=[C:4]([C:14]2[CH:19]=[CH:18][C:17]([CH3:20])=[CH:16][CH:15]=2)[C:3]=1[CH:21]([CH2:26][CH2:27][CH3:28])[C:22]([O:24]C)=[O:23].[OH-].[Li+].Cl, predict the reaction product. The product is: [CH3:1][C:2]1[N:7]=[C:6]2[S:8][C:9]3[CH2:13][CH2:12][CH2:11][C:10]=3[C:5]2=[C:4]([C:14]2[CH:19]=[CH:18][C:17]([CH3:20])=[CH:16][CH:15]=2)[C:3]=1[CH:21]([CH2:26][CH2:27][CH3:28])[C:22]([OH:24])=[O:23]. (8) Given the reactants [N:1]1[CH:6]=[CH:5][CH:4]=[C:3]([C:7]2[CH:8]=[C:9]([CH:13]=[CH:14][CH:15]=2)[C:10]([OH:12])=O)[CH:2]=1.CCN=C=NCCCN(C)C.C1C=CC2N(O)N=NC=2C=1.CCN(CC)CC.[NH2:44][CH2:45][CH:46]([OH:58])[CH2:47][N:48]1[CH2:57][CH2:56][C:55]2[C:50](=[CH:51][CH:52]=[CH:53][CH:54]=2)[CH2:49]1, predict the reaction product. The product is: [CH2:49]1[C:50]2[C:55](=[CH:54][CH:53]=[CH:52][CH:51]=2)[CH2:56][CH2:57][N:48]1[CH2:47][CH:46]([OH:58])[CH2:45][NH:44][C:10](=[O:12])[C:9]1[CH:13]=[CH:14][CH:15]=[C:7]([C:3]2[CH:2]=[N:1][CH:6]=[CH:5][CH:4]=2)[CH:8]=1. (9) Given the reactants Cl[C:2]1[CH:35]=[CH:34][CH:33]=[CH:32][C:3]=1[CH2:4][O:5][CH2:6][CH2:7][N:8]([C@H:25]1[CH2:30][CH2:29][C@H:28]([CH3:31])[CH2:27][CH2:26]1)[C:9](=[O:24])[NH:10][C:11]1[S:12][C:13]([S:16][CH2:17][C:18]([CH3:23])([CH3:22])[C:19]([OH:21])=[O:20])=[CH:14][N:15]=1.BrCC1C=CC=CC=1[F:44].C(OC(=O)C(C)(C)CSC1SC(N)=NC=1)C, predict the reaction product. The product is: [F:44][C:2]1[CH:35]=[CH:34][CH:33]=[CH:32][C:3]=1[CH2:4][O:5][CH2:6][CH2:7][N:8]([C@H:25]1[CH2:30][CH2:29][C@H:28]([CH3:31])[CH2:27][CH2:26]1)[C:9](=[O:24])[NH:10][C:11]1[S:12][C:13]([S:16][CH2:17][C:18]([CH3:23])([CH3:22])[C:19]([OH:21])=[O:20])=[CH:14][N:15]=1. (10) Given the reactants [Cl:1][C:2]1[CH:3]=[C:4]([N:13]2[C:21]3[C:16](=[CH:17][C:18]([C:23]#[N:24])=[C:19](F)[CH:20]=3)[C:15]([CH3:26])([CH3:25])[C:14]2=[O:27])[CH:5]=[N:6][C:7]=1[O:8][CH2:9][CH:10]([CH3:12])[CH3:11].[OH:28][NH:29]C(=O)C.CC([O-])(C)C.[K+], predict the reaction product. The product is: [NH2:24][C:23]1[C:18]2[CH:17]=[C:16]3[C:21](=[CH:20][C:19]=2[O:28][N:29]=1)[N:13]([C:4]1[CH:5]=[N:6][C:7]([O:8][CH2:9][CH:10]([CH3:12])[CH3:11])=[C:2]([Cl:1])[CH:3]=1)[C:14](=[O:27])[C:15]3([CH3:26])[CH3:25].